Dataset: Reaction yield outcomes from USPTO patents with 853,638 reactions. Task: Predict the reaction yield, written as a fraction of the theoretical maximum amount of product (1.0 means a 100% yield; for example, 0.34 means a 34% yield). The reactants are [NH2:1][C:2]1[CH:18]=[CH:17][CH:16]=[C:15]([Cl:19])[C:3]=1[C:4]([NH:6][CH:7]1[CH2:12][CH2:11][C:10](=[O:13])[NH:9][C:8]1=[O:14])=[O:5].[CH:20](OC)(OC)OC.C1(C)C=CC(S(O)(=O)=O)=CC=1. The catalyst is CO. The product is [Cl:19][C:15]1[CH:16]=[CH:17][CH:18]=[C:2]2[C:3]=1[C:4](=[O:5])[N:6]([CH:7]1[CH2:12][CH2:11][C:10](=[O:13])[NH:9][C:8]1=[O:14])[CH:20]=[N:1]2. The yield is 0.480.